Predict the product of the given reaction. From a dataset of Forward reaction prediction with 1.9M reactions from USPTO patents (1976-2016). (1) Given the reactants [CH:1]([N:5]1[C:13]2[C:8](=[C:9]([C:33](=[O:46])[NH:34][CH2:35][C:36]3[C:37]([O:44][CH3:45])=[N:38][N:39]([CH2:42][CH3:43])[C:40]=3[CH3:41])[CH:10]=[C:11]([C:14]3[CH:15]=[CH:16][C:17]([N:20]4[CH2:25][CH2:24][N:23](C(OC(C)(C)C)=O)[CH2:22][CH2:21]4)=[N:18][CH:19]=3)[CH:12]=2)[C:7]([CH3:47])=[CH:6]1)([CH2:3][CH3:4])[CH3:2].C(=O)(O)[O-].[Na+], predict the reaction product. The product is: [CH:1]([N:5]1[C:13]2[CH:12]=[C:11]([C:14]3[CH:19]=[N:18][C:17]([N:20]4[CH2:25][CH2:24][NH:23][CH2:22][CH2:21]4)=[CH:16][CH:15]=3)[CH:10]=[C:9]([C:33]([NH:34][CH2:35][C:36]3[C:37]([O:44][CH3:45])=[N:38][N:39]([CH2:42][CH3:43])[C:40]=3[CH3:41])=[O:46])[C:8]=2[C:7]([CH3:47])=[CH:6]1)([CH2:3][CH3:4])[CH3:2]. (2) Given the reactants [CH2:1]([C:3]1[CH:8]=[CH:7][C:6]([CH:9]([C:11]2[CH:12]=[C:13](Cl)[N:14]=[N:15][C:16]=2[O:17][CH3:18])[OH:10])=[CH:5][CH:4]=1)[CH3:2].C(C1C=CC(C(C2[CH:35]=[C:34]([O:36]C)N=NC=2Cl)O)=CC=1)C, predict the reaction product. The product is: [CH2:1]([C:3]1[CH:8]=[CH:7][C:6]([CH2:9][C:11]2[CH:12]=[CH:13][N:14]=[N:15][C:16]=2[O:17][CH3:18])=[CH:5][CH:4]=1)[CH3:2].[C:34]([OH:36])(=[O:10])[CH3:35].[CH2:1]([C:3]1[CH:8]=[CH:7][C:6]([CH2:9][C:11]2[CH:12]=[CH:13][N:14]=[N:15][C:16]=2[O:17][CH3:18])=[CH:5][CH:4]=1)[CH3:2]. (3) Given the reactants Br[CH2:2][C:3]1[C:12](=[O:13])[C:11]2[C:6](=[CH:7][CH:8]=[CH:9][CH:10]=2)[O:5][C:4]=1[C:14]1[CH:19]=[CH:18][C:17]([OH:20])=[CH:16][CH:15]=1.C([O-])(=[O:23])C.[Na+], predict the reaction product. The product is: [OH:23][CH2:2][C:3]1[C:12](=[O:13])[C:11]2[C:6](=[CH:7][CH:8]=[CH:9][CH:10]=2)[O:5][C:4]=1[C:14]1[CH:19]=[CH:18][C:17]([OH:20])=[CH:16][CH:15]=1. (4) The product is: [Cl:1][C:2]1[CH:7]=[CH:6][CH:5]=[CH:4][C:3]=1[O:8][C:14]1[C:15]([C:16]([O:18][CH2:19][CH3:20])=[O:17])=[CH:10][N:11]=[C:12]([C:21]2[CH:26]=[CH:25][C:24]([CH3:27])=[C:23]([F:28])[CH:22]=2)[N:13]=1. Given the reactants [Cl:1][C:2]1[CH:7]=[CH:6][CH:5]=[CH:4][C:3]=1[OH:8].Cl[C:10]1[C:15]([C:16]([O:18][CH2:19][CH3:20])=[O:17])=[CH:14][N:13]=[C:12]([C:21]2[CH:26]=[CH:25][C:24]([CH3:27])=[C:23]([F:28])[CH:22]=2)[N:11]=1.C(=O)([O-])[O-].[K+].[K+], predict the reaction product.